This data is from Full USPTO retrosynthesis dataset with 1.9M reactions from patents (1976-2016). The task is: Predict the reactants needed to synthesize the given product. (1) Given the product [F:1][C:2]1[CH:7]=[CH:6][C:5]([F:8])=[CH:4][C:3]=1[O:9][CH:11]([C:14]1[NH:18][CH2:17][CH2:16][N:15]=1)[CH2:12][CH3:13], predict the reactants needed to synthesize it. The reactants are: [F:1][C:2]1[CH:7]=[CH:6][C:5]([F:8])=[CH:4][C:3]=1[OH:9].Cl[CH:11]([C:14]1[NH:15][CH2:16][CH2:17][N:18]=1)[CH2:12][CH3:13].C(=O)([O-])[O-].[K+].[K+].C1OCCOCCOCCOCCOCCOC1.[I-].[K+].Cl. (2) Given the product [F:6][C:7]1[CH:8]=[C:9]([CH:10]=[C:11]([F:13])[CH:12]=1)[CH2:14][CH:15]1[CH2:16][NH:17][C:31]([C:30]2[CH:34]=[CH:35][N:36]=[C:28]([NH:27][C:19](=[O:26])[C:20]3[CH:21]=[CH:22][CH:23]=[CH:24][CH:25]=3)[CH:29]=2)=[N:18]1, predict the reactants needed to synthesize it. The reactants are: NCC(N)C.[F:6][C:7]1[CH:8]=[C:9]([CH2:14][CH:15]([NH2:18])[CH2:16][NH2:17])[CH:10]=[C:11]([F:13])[CH:12]=1.[C:19]([NH:27][C:28]1[CH:29]=[C:30]([CH:34]=[CH:35][N:36]=1)[C:31](O)=O)(=[O:26])[C:20]1[CH:25]=[CH:24][CH:23]=[CH:22][CH:21]=1.